This data is from Catalyst prediction with 721,799 reactions and 888 catalyst types from USPTO. The task is: Predict which catalyst facilitates the given reaction. (1) Reactant: [CH:1]([C:4]1[N:5]=[C:6]([C:9]2[CH:18]=[C:17]([O:19][CH:20]3[CH2:37][CH:36]4[CH:22]([C:23](=[O:43])[NH:24][CH2:25][CH2:26][CH2:27][CH2:28][CH:29]=[CH:30][CH:31]5[C:33]([C:40]([OH:42])=O)([N:34](C)[C:35]4=[O:38])[CH2:32]5)[CH2:21]3)[C:16]3[C:11](=[C:12]([CH3:46])[C:13]([O:44][CH3:45])=[CH:14][CH:15]=3)[N:10]=2)[S:7][CH:8]=1)([CH3:3])[CH3:2].[C:47](N1C=CN=C1)(N1C=CN=C1)=O.[CH3:59][C:60]1([S:63]([NH2:66])(=[O:65])=[O:64])[CH2:62][CH2:61]1.C1CCN2C(=NCCC2)CC1. Product: [CH:1]([C:4]1[N:5]=[C:6]([C:9]2[CH:18]=[C:17]([O:19][CH:20]3[CH2:37][CH:36]4[CH:22]([C:23](=[O:43])[N:24]([CH3:47])[CH2:25][CH2:26][CH2:27][CH2:28][CH:29]=[CH:30][CH:31]5[C:33]([C:40]([NH:66][S:63]([C:60]6([CH3:59])[CH2:62][CH2:61]6)(=[O:65])=[O:64])=[O:42])([NH:34][C:35]4=[O:38])[CH2:32]5)[CH2:21]3)[C:16]3[C:11](=[C:12]([CH3:46])[C:13]([O:44][CH3:45])=[CH:14][CH:15]=3)[N:10]=2)[S:7][CH:8]=1)([CH3:2])[CH3:3]. The catalyst class is: 1. (2) Reactant: Br[CH2:2][C:3]1[CH:4]=[C:5]2[C:10](=[CH:11][CH:12]=1)[N:9]=[CH:8][CH:7]=[N:6]2.[C-:13]#[N:14].[Na+]. Product: [N:9]1[C:10]2[C:5](=[CH:4][C:3]([CH2:2][C:13]#[N:14])=[CH:12][CH:11]=2)[N:6]=[CH:7][CH:8]=1. The catalyst class is: 8. (3) Reactant: [NH2:1][C:2]1[N:7]([CH3:8])[C:6](=[O:9])[NH:5][C:4](=[O:10])[CH:3]=1.CO[CH:13](OC)[N:14]([CH3:16])[CH3:15].Cl[CH2:20][C:21]1[CH:26]=[CH:25][C:24]([O:27][CH3:28])=[CH:23][CH:22]=1.C(=O)([O-])[O-].[K+].[K+]. Product: [CH3:28][O:27][C:24]1[CH:25]=[CH:26][C:21]([CH2:20][N:5]2[C:4](=[O:10])[CH:3]=[C:2](/[N:1]=[CH:16]/[N:14]([CH3:13])[CH3:15])[N:7]([CH3:8])[C:6]2=[O:9])=[CH:22][CH:23]=1. The catalyst class is: 39. (4) Reactant: [H-].[Na+].[CH3:3][O:4][C:5]1[CH:6]=[C:7]2[C:11](=[CH:12][C:13]=1[O:14][CH3:15])[C:10](=[O:16])[CH2:9][CH2:8]2.[C:17](=O)([O:21]CC)[O:18][CH2:19][CH3:20]. Product: [CH2:19]([O:18][C:17]([CH:9]1[CH2:8][C:7]2[C:11](=[CH:12][C:13]([O:14][CH3:15])=[C:5]([O:4][CH3:3])[CH:6]=2)[C:10]1=[O:16])=[O:21])[CH3:20]. The catalyst class is: 1. (5) Reactant: C(=O)([O-])[O-].[K+].[K+].[CH2:7](Br)[CH:8]=[CH2:9].[CH2:11]([O:13][C:14](=[O:33])[C:15]([OH:32])([C:28]([F:31])([F:30])[F:29])[CH2:16][C:17]([C:20]1[CH:25]=[C:24]([F:26])[CH:23]=[CH:22][C:21]=1[OH:27])([CH3:19])[CH3:18])[CH3:12]. Product: [CH2:11]([O:13][C:14](=[O:33])[C:15]([OH:32])([C:28]([F:29])([F:30])[F:31])[CH2:16][C:17]([C:20]1[CH:25]=[C:24]([F:26])[CH:23]=[CH:22][C:21]=1[O:27][CH2:9][CH:8]=[CH2:7])([CH3:19])[CH3:18])[CH3:12]. The catalyst class is: 3.